Task: Predict the reactants needed to synthesize the given product.. Dataset: Full USPTO retrosynthesis dataset with 1.9M reactions from patents (1976-2016) Given the product [OH:26][CH:28]([C:29]1[CH:30]=[CH:31][CH:32]=[C:33]([CH3:35])[N:34]=1)[CH2:27][N:3]1[C:7]2[CH:8]=[CH:9][CH:10]=[CH:11][C:6]=2[N:5]=[C:4]1[NH:12][CH:13]1[CH2:18][CH2:17][N:16]([C:19]([O:21][C:22]([CH3:25])([CH3:24])[CH3:23])=[O:20])[CH2:15][CH2:14]1, predict the reactants needed to synthesize it. The reactants are: [H-].[Na+].[NH:3]1[C:7]2[CH:8]=[CH:9][CH:10]=[CH:11][C:6]=2[N:5]=[C:4]1[NH:12][CH:13]1[CH2:18][CH2:17][N:16]([C:19]([O:21][C:22]([CH3:25])([CH3:24])[CH3:23])=[O:20])[CH2:15][CH2:14]1.[O:26]1[CH:28]([C:29]2[N:34]=[C:33]([CH3:35])[CH:32]=[CH:31][CH:30]=2)[CH2:27]1.